This data is from Reaction yield outcomes from USPTO patents with 853,638 reactions. The task is: Predict the reaction yield, written as a fraction of the theoretical maximum amount of product (1.0 means a 100% yield; for example, 0.34 means a 34% yield). The reactants are O=[C:2]1[CH2:6][N:5]([C:7]([O:9][CH2:10][C:11]2[CH:16]=[CH:15][CH:14]=[CH:13][CH:12]=2)=[O:8])[CH2:4][CH:3]1[C:17]([O:19][CH3:20])=[O:18].Cl.[CH3:22][O:23][NH2:24]. The catalyst is N1C=CC=CC=1. The product is [CH3:22][O:23][N:24]=[C:2]1[CH2:6][N:5]([C:7]([O:9][CH2:10][C:11]2[CH:16]=[CH:15][CH:14]=[CH:13][CH:12]=2)=[O:8])[CH2:4][CH:3]1[C:17]([O:19][CH3:20])=[O:18]. The yield is 0.950.